This data is from Forward reaction prediction with 1.9M reactions from USPTO patents (1976-2016). The task is: Predict the product of the given reaction. (1) Given the reactants [F:1][CH:2]([F:28])[O:3][C:4]1[CH:23]=[C:22]([C:24]([F:27])([F:26])[F:25])[CH:21]=[CH:20][C:5]=1[O:6][C:7]1[CH:19]=[CH:18][C:10]2[C@@H:11]3[C@@H:14]([C:15]([NH2:17])=O)[C@@H:12]3[O:13][C:9]=2[CH:8]=1.N1C(Cl)=NC(Cl)=NC=1Cl, predict the reaction product. The product is: [F:28][CH:2]([F:1])[O:3][C:4]1[CH:23]=[C:22]([C:24]([F:27])([F:25])[F:26])[CH:21]=[CH:20][C:5]=1[O:6][C:7]1[CH:19]=[CH:18][C:10]2[C@@H:11]3[C@@H:14]([C:15]#[N:17])[C@@H:12]3[O:13][C:9]=2[CH:8]=1. (2) The product is: [S:17]([C:13]1[CH:12]=[C:11]([C:9]2[N:8]([CH2:21][O:22][CH2:23][CH2:24][Si:25]([CH3:26])([CH3:28])[CH3:27])[C:4]3=[N:5][CH:6]=[CH:7][C:2]([C:60]4[CH:61]=[C:56]([NH:55][C:52](=[O:54])[CH3:53])[CH:57]=[CH:58][CH:59]=4)=[C:3]3[CH:10]=2)[CH:16]=[CH:15][CH:14]=1)(=[O:18])(=[O:19])[NH2:20]. Given the reactants Br[C:2]1[CH:7]=[CH:6][N:5]=[C:4]2[N:8]([CH2:21][O:22][CH2:23][CH2:24][Si:25]([CH3:28])([CH3:27])[CH3:26])[C:9]([C:11]3[CH:12]=[C:13]([S:17]([NH2:20])(=[O:19])=[O:18])[CH:14]=[CH:15][CH:16]=3)=[CH:10][C:3]=12.BrC1C=CN=C2N(COCC[Si](C)(C)C)C(C3C=NNC=3)=CC=12.[C:52]([NH:55][C:56]1[CH:57]=[C:58](B(O)O)[CH:59]=[CH:60][CH:61]=1)(=[O:54])[CH3:53], predict the reaction product. (3) Given the reactants Cl[C:2]1[C:11]2[C:6](=[CH:7][C:8]([N:15]3[CH2:20][CH2:19][CH:18]([N:21]4[CH2:25][CH2:24][CH2:23][CH2:22]4)[CH2:17][CH2:16]3)=[C:9]([N+:12]([O-:14])=[O:13])[CH:10]=2)[N:5]=[CH:4][C:3]=1[C:26]#[N:27].[Cl:28][C:29]1[CH:30]=[C:31]([CH:33]=[CH:34][C:35]=1[S:36][C:37]1[N:38]([CH3:42])[CH:39]=[CH:40][N:41]=1)[NH2:32].Cl.N1C=CC=CC=1.C(=O)(O)[O-].[Na+], predict the reaction product. The product is: [Cl:28][C:29]1[CH:30]=[C:31]([NH:32][C:2]2[C:11]3[C:6](=[CH:7][C:8]([N:15]4[CH2:20][CH2:19][CH:18]([N:21]5[CH2:22][CH2:23][CH2:24][CH2:25]5)[CH2:17][CH2:16]4)=[C:9]([N+:12]([O-:14])=[O:13])[CH:10]=3)[N:5]=[CH:4][C:3]=2[C:26]#[N:27])[CH:33]=[CH:34][C:35]=1[S:36][C:37]1[N:38]([CH3:42])[CH:39]=[CH:40][N:41]=1. (4) Given the reactants [F:1][C:2]1[CH:3]=[C:4]([CH:14]=[CH:15][CH:16]=1)[CH2:5][C:6]1[O:10][N:9]=[C:8]([C:11]([OH:13])=O)[CH:7]=1.[F:17][C:18]1[CH:26]=[C:25]2[C:21]([C:22]([CH2:27][CH2:28][NH2:29])=[CH:23][NH:24]2)=[CH:20][CH:19]=1.CN(C(ON1N=NC2C=CC=NC1=2)=[N+](C)C)C.F[P-](F)(F)(F)(F)F, predict the reaction product. The product is: [F:17][C:18]1[CH:26]=[C:25]2[C:21]([C:22]([CH2:27][CH2:28][NH:29][C:11]([C:8]3[CH:7]=[C:6]([CH2:5][C:4]4[CH:14]=[CH:15][CH:16]=[C:2]([F:1])[CH:3]=4)[O:10][N:9]=3)=[O:13])=[CH:23][NH:24]2)=[CH:20][CH:19]=1. (5) Given the reactants [CH2:1]([N:8]1[C:17]2[C:12](=[CH:13][CH:14]=[CH:15][CH:16]=2)[CH2:11][CH2:10][CH2:9]1)[C:2]1[CH:7]=[CH:6][CH:5]=[CH:4][CH:3]=1.O=P(Cl)(Cl)Cl.CN([CH:26]=[O:27])C, predict the reaction product. The product is: [CH2:1]([N:8]1[C:17]2[C:12](=[CH:13][C:14]([CH:26]=[O:27])=[CH:15][CH:16]=2)[CH2:11][CH2:10][CH2:9]1)[C:2]1[CH:3]=[CH:4][CH:5]=[CH:6][CH:7]=1. (6) Given the reactants [Br:1][C:2]1[CH:18]=[C:5]2[N:6]=[C:7]([CH3:17])[C:8]([CH:11]([OH:16])[C:12]([O:14][CH3:15])=[O:13])=[C:9]([Cl:10])[N:4]2[N:3]=1.C(Cl)Cl.Cl(O)(=O)(=O)=O, predict the reaction product. The product is: [Br:1][C:2]1[CH:18]=[C:5]2[N:6]=[C:7]([CH3:17])[C:8]([CH:11]([O:16][C:8]([CH3:11])([CH3:9])[CH3:7])[C:12]([O:14][CH3:15])=[O:13])=[C:9]([Cl:10])[N:4]2[N:3]=1. (7) Given the reactants [Cl:1][C:2]1[CH:3]=[C:4]2[C:9](=[CH:10][CH:11]=1)[N:8]=[C:7]([NH:12]CC1C=CC(OC)=CC=1OC)[C:6]([O:24][CH3:25])=[N:5]2.FC(F)(F)C(O)=O, predict the reaction product. The product is: [NH2:12][C:7]1[C:6]([O:24][CH3:25])=[N:5][C:4]2[C:9](=[CH:10][CH:11]=[C:2]([Cl:1])[CH:3]=2)[N:8]=1. (8) Given the reactants C(Cl)Cl.[CH2:4]([C:7]1[C:15]2[O:14][N:13]=[C:12]([CH2:16][C:17]([CH3:20])([CH3:19])[CH3:18])[C:11]=2[CH:10]=[CH:9][C:8]=1[O:21][CH2:22][CH2:23][CH2:24][C:25](O)=[O:26])[CH2:5][CH3:6].C1N=CN(C(N2C=NC=C2)=O)C=1.[CH2:40]([NH:42][CH2:43][CH3:44])[CH3:41], predict the reaction product. The product is: [CH2:40]([N:42]([CH2:43][CH3:44])[C:25](=[O:26])[CH2:24][CH2:23][CH2:22][O:21][C:8]1[CH:9]=[CH:10][C:11]2[C:12]([CH2:16][C:17]([CH3:20])([CH3:18])[CH3:19])=[N:13][O:14][C:15]=2[C:7]=1[CH2:4][CH2:5][CH3:6])[CH3:41]. (9) Given the reactants CO.[S:3]1[C:7]2[CH:8]=[CH:9][C:10]([CH2:12][CH2:13][O:14][CH2:15][CH2:16][C:17]([O:19]CCC)=[O:18])=[CH:11][C:6]=2[CH:5]=[CH:4]1.[OH-].[K+], predict the reaction product. The product is: [S:3]1[C:7]2[CH:8]=[CH:9][C:10]([CH2:12][CH2:13][O:14][CH2:15][CH2:16][C:17]([OH:19])=[O:18])=[CH:11][C:6]=2[CH:5]=[CH:4]1.